Dataset: NCI-60 drug combinations with 297,098 pairs across 59 cell lines. Task: Regression. Given two drug SMILES strings and cell line genomic features, predict the synergy score measuring deviation from expected non-interaction effect. (1) Drug 1: CNC(=O)C1=NC=CC(=C1)OC2=CC=C(C=C2)NC(=O)NC3=CC(=C(C=C3)Cl)C(F)(F)F. Drug 2: C1CN(CCN1C(=O)CCBr)C(=O)CCBr. Cell line: OVCAR-8. Synergy scores: CSS=18.6, Synergy_ZIP=-4.75, Synergy_Bliss=0.546, Synergy_Loewe=-9.77, Synergy_HSA=-1.76. (2) Drug 1: CC1C(C(=O)NC(C(=O)N2CCCC2C(=O)N(CC(=O)N(C(C(=O)O1)C(C)C)C)C)C(C)C)NC(=O)C3=C4C(=C(C=C3)C)OC5=C(C(=O)C(=C(C5=N4)C(=O)NC6C(OC(=O)C(N(C(=O)CN(C(=O)C7CCCN7C(=O)C(NC6=O)C(C)C)C)C)C(C)C)C)N)C. Drug 2: CC12CCC3C(C1CCC2OP(=O)(O)O)CCC4=C3C=CC(=C4)OC(=O)N(CCCl)CCCl.[Na+]. Cell line: OVCAR-4. Synergy scores: CSS=31.7, Synergy_ZIP=-2.75, Synergy_Bliss=-1.83, Synergy_Loewe=-39.9, Synergy_HSA=-0.541. (3) Drug 1: COC1=C(C=C2C(=C1)N=CN=C2NC3=CC(=C(C=C3)F)Cl)OCCCN4CCOCC4. Cell line: SW-620. Synergy scores: CSS=35.7, Synergy_ZIP=-0.169, Synergy_Bliss=-0.154, Synergy_Loewe=-8.64, Synergy_HSA=1.43. Drug 2: CCC1=C2CN3C(=CC4=C(C3=O)COC(=O)C4(CC)O)C2=NC5=C1C=C(C=C5)O. (4) Drug 1: C1=CC(=CC=C1C#N)C(C2=CC=C(C=C2)C#N)N3C=NC=N3. Drug 2: CC(C)NC(=O)C1=CC=C(C=C1)CNNC.Cl. Cell line: A549. Synergy scores: CSS=-2.24, Synergy_ZIP=2.17, Synergy_Bliss=0.338, Synergy_Loewe=0.433, Synergy_HSA=-2.91.